This data is from NCI-60 drug combinations with 297,098 pairs across 59 cell lines. The task is: Regression. Given two drug SMILES strings and cell line genomic features, predict the synergy score measuring deviation from expected non-interaction effect. (1) Drug 1: C1C(C(OC1N2C=C(C(=O)NC2=O)F)CO)O. Cell line: RPMI-8226. Drug 2: CC(C)CN1C=NC2=C1C3=CC=CC=C3N=C2N. Synergy scores: CSS=38.4, Synergy_ZIP=-2.03, Synergy_Bliss=-3.78, Synergy_Loewe=-14.4, Synergy_HSA=-3.13. (2) Drug 1: CC1=CC=C(C=C1)C2=CC(=NN2C3=CC=C(C=C3)S(=O)(=O)N)C(F)(F)F. Drug 2: C1C(C(OC1N2C=C(C(=O)NC2=O)F)CO)O. Cell line: KM12. Synergy scores: CSS=17.9, Synergy_ZIP=-0.178, Synergy_Bliss=1.17, Synergy_Loewe=-6.49, Synergy_HSA=-0.518. (3) Drug 1: CC1C(C(CC(O1)OC2CC(CC3=C2C(=C4C(=C3O)C(=O)C5=C(C4=O)C(=CC=C5)OC)O)(C(=O)CO)O)N)O.Cl. Drug 2: C(CN)CNCCSP(=O)(O)O. Cell line: HCT-15. Synergy scores: CSS=2.40, Synergy_ZIP=0.341, Synergy_Bliss=-1.95, Synergy_Loewe=2.16, Synergy_HSA=-2.15. (4) Drug 1: CC1CCC2CC(C(=CC=CC=CC(CC(C(=O)C(C(C(=CC(C(=O)CC(OC(=O)C3CCCCN3C(=O)C(=O)C1(O2)O)C(C)CC4CCC(C(C4)OC)O)C)C)O)OC)C)C)C)OC. Drug 2: CC12CCC3C(C1CCC2O)C(CC4=C3C=CC(=C4)O)CCCCCCCCCS(=O)CCCC(C(F)(F)F)(F)F. Cell line: HCT-15. Synergy scores: CSS=4.85, Synergy_ZIP=-0.655, Synergy_Bliss=-1.74, Synergy_Loewe=2.18, Synergy_HSA=-1.82. (5) Drug 1: CCC1=C2CN3C(=CC4=C(C3=O)COC(=O)C4(CC)O)C2=NC5=C1C=C(C=C5)O. Drug 2: C1C(C(OC1N2C=NC3=C2NC=NCC3O)CO)O. Cell line: 786-0. Synergy scores: CSS=18.5, Synergy_ZIP=1.88, Synergy_Bliss=3.43, Synergy_Loewe=-41.0, Synergy_HSA=2.08. (6) Drug 1: CCN(CC)CCCC(C)NC1=C2C=C(C=CC2=NC3=C1C=CC(=C3)Cl)OC. Drug 2: C1CC(=O)NC(=O)C1N2C(=O)C3=CC=CC=C3C2=O. Cell line: NCI-H522. Synergy scores: CSS=13.9, Synergy_ZIP=-4.61, Synergy_Bliss=5.91, Synergy_Loewe=-12.0, Synergy_HSA=3.69. (7) Drug 1: CN(C)N=NC1=C(NC=N1)C(=O)N. Drug 2: C1=C(C(=O)NC(=O)N1)N(CCCl)CCCl. Cell line: UACC-257. Synergy scores: CSS=8.47, Synergy_ZIP=1.77, Synergy_Bliss=9.11, Synergy_Loewe=-3.72, Synergy_HSA=3.68.